This data is from Catalyst prediction with 721,799 reactions and 888 catalyst types from USPTO. The task is: Predict which catalyst facilitates the given reaction. (1) Reactant: [N+](=[CH2:3])=[N-].[O:4]=[C:5]1[CH:12]2[CH2:13][C:8]3([NH:15][C:16](=[O:18])[CH3:17])[CH2:9][CH:10]([CH2:14][CH:6]1[CH2:7]3)[CH2:11]2.[OH-].[K+]. Product: [O:4]=[C:5]1[CH2:3][CH:12]2[CH2:13][C:8]3([NH:15][C:16](=[O:18])[CH3:17])[CH2:9][CH:10]([CH2:14][CH:6]1[CH2:7]3)[CH2:11]2. The catalyst class is: 24. (2) Reactant: [C:1]([C:3]([C:6]1[CH:7]=[C:8]([CH:32]=[CH:33][CH:34]=1)[C:9]([NH:11][C:12]1[CH:17]=[CH:16][C:15]([C:18]([F:21])([F:20])[F:19])=[C:14]([O:22][C:23]2[CH:28]=[CH:27][C:26]([N+:29]([O-])=O)=[CH:25][N:24]=2)[CH:13]=1)=[O:10])([CH3:5])[CH3:4])#[N:2]. Product: [NH2:29][C:26]1[CH:27]=[CH:28][C:23]([O:22][C:14]2[CH:13]=[C:12]([NH:11][C:9](=[O:10])[C:8]3[CH:32]=[CH:33][CH:34]=[C:6]([C:3]([C:1]#[N:2])([CH3:5])[CH3:4])[CH:7]=3)[CH:17]=[CH:16][C:15]=2[C:18]([F:19])([F:20])[F:21])=[N:24][CH:25]=1. The catalyst class is: 129.